From a dataset of Full USPTO retrosynthesis dataset with 1.9M reactions from patents (1976-2016). Predict the reactants needed to synthesize the given product. The reactants are: [C:1]1([NH:7][C:8](=[O:23])[CH2:9][C:10]([NH:12][C:13]2[CH:18]=[CH:17][CH:16]=[C:15]([C:19]([F:22])([F:21])[F:20])[CH:14]=2)=[O:11])[CH:6]=[CH:5][CH:4]=[CH:3][CH:2]=1.[CH:24]([C:27]1[CH:34]=[CH:33][C:30]([CH:31]=O)=[CH:29][CH:28]=1)([CH3:26])[CH3:25].N1CCCCC1.C(O)(=O)C. Given the product [CH:24]([C:27]1[CH:34]=[CH:33][C:30]([CH:31]=[C:9]([C:10]([NH:12][C:13]2[CH:18]=[CH:17][CH:16]=[C:15]([C:19]([F:21])([F:22])[F:20])[CH:14]=2)=[O:11])[C:8]([NH:7][C:1]2[CH:2]=[CH:3][CH:4]=[CH:5][CH:6]=2)=[O:23])=[CH:29][CH:28]=1)([CH3:26])[CH3:25], predict the reactants needed to synthesize it.